This data is from Peptide-MHC class I binding affinity with 185,985 pairs from IEDB/IMGT. The task is: Regression. Given a peptide amino acid sequence and an MHC pseudo amino acid sequence, predict their binding affinity value. This is MHC class I binding data. (1) The peptide sequence is IILEFFLMV. The MHC is HLA-A02:01 with pseudo-sequence HLA-A02:01. The binding affinity (normalized) is 0.601. (2) The peptide sequence is VLDDGIYRIL. The MHC is HLA-A01:01 with pseudo-sequence HLA-A01:01. The binding affinity (normalized) is 0. (3) The MHC is HLA-B38:01 with pseudo-sequence HLA-B38:01. The binding affinity (normalized) is 0.0847. The peptide sequence is ETIGLVRAL.